This data is from Full USPTO retrosynthesis dataset with 1.9M reactions from patents (1976-2016). The task is: Predict the reactants needed to synthesize the given product. The reactants are: I[C:2]1[CH:7]=[CH:6][C:5]([C:8]#[C:9][C:10]2[CH:11]=[C:12]([C:16]3[N:20]([CH3:21])[N:19]=[C:18]([CH2:22][CH2:23][CH3:24])[N:17]=3)[CH:13]=[CH:14][CH:15]=2)=[CH:4][CH:3]=1.[CH3:25][C:26]1[CH:31]=[CH:30][CH:29]=[C:28]([CH3:32])[C:27]=1[N:33]1[CH:37]=[CH:36][N:35]=[C:34]1[C:38]1[CH:43]=[CH:42][CH:41]=[C:40]([C:44]#[CH:45])[CH:39]=1.C(Cl)Cl. Given the product [CH3:32][C:28]1[CH:29]=[CH:30][CH:31]=[C:26]([CH3:25])[C:27]=1[N:33]1[CH:37]=[CH:36][N:35]=[C:34]1[C:38]1[CH:39]=[C:40]([C:44]#[C:45][C:2]2[CH:7]=[CH:6][C:5]([C:8]#[C:9][C:10]3[CH:11]=[C:12]([C:16]4[N:20]([CH3:21])[N:19]=[C:18]([CH2:22][CH2:23][CH3:24])[N:17]=4)[CH:13]=[CH:14][CH:15]=3)=[CH:4][CH:3]=2)[CH:41]=[CH:42][CH:43]=1, predict the reactants needed to synthesize it.